Dataset: Catalyst prediction with 721,799 reactions and 888 catalyst types from USPTO. Task: Predict which catalyst facilitates the given reaction. Reactant: [CH2:1]([C:5]1[CH:27]=[CH:26][C:8]([CH2:9][N:10]([S:22]([CH3:25])(=[O:24])=[O:23])[CH2:11][CH2:12][CH2:13][CH2:14][CH2:15][CH2:16][C:17]([O:19]CC)=[O:18])=[CH:7][CH:6]=1)[CH2:2][CH2:3][CH3:4].[OH-].[Na+].Cl. Product: [CH2:1]([C:5]1[CH:6]=[CH:7][C:8]([CH2:9][N:10]([S:22]([CH3:25])(=[O:24])=[O:23])[CH2:11][CH2:12][CH2:13][CH2:14][CH2:15][CH2:16][C:17]([OH:19])=[O:18])=[CH:26][CH:27]=1)[CH2:2][CH2:3][CH3:4]. The catalyst class is: 5.